Dataset: Forward reaction prediction with 1.9M reactions from USPTO patents (1976-2016). Task: Predict the product of the given reaction. (1) Given the reactants [Cl:1][C:2]1[CH:3]=[C:4]([CH:20]=[CH:21][C:22]=1[C:23]([N:25]1[CH2:29][CH2:28][CH2:27][CH:26]1[CH2:30][CH2:31][C:32]([O:34]CC)=[O:33])=[O:24])[C:5]([NH:7][C@H:8]([C:10]1[NH:14][C:13]2[CH:15]=[CH:16][C:17]([Cl:19])=[CH:18][C:12]=2[N:11]=1)[CH3:9])=[O:6].[OH-].[Li+].CO.ClCl, predict the reaction product. The product is: [Cl:1][C:2]1[CH:3]=[C:4]([CH:20]=[CH:21][C:22]=1[C:23]([N:25]1[CH2:29][CH2:28][CH2:27][CH:26]1[CH2:30][CH2:31][C:32]([OH:34])=[O:33])=[O:24])[C:5]([NH:7][C@H:8]([C:10]1[NH:14][C:13]2[CH:15]=[CH:16][C:17]([Cl:19])=[CH:18][C:12]=2[N:11]=1)[CH3:9])=[O:6]. (2) Given the reactants [CH3:1][S:2](Cl)(=[O:4])=[O:3].[F:6][CH:7]([F:40])[C:8]1[N:12]([C:13]2[N:14]=[C:15]([N:28]3[CH2:33][CH2:32][O:31][CH2:30][CH2:29]3)[C:16]3[N:21]=[N:20][N:19]([CH:22]4[CH2:27][CH2:26][NH:25][CH2:24][CH2:23]4)[C:17]=3[N:18]=2)[C:11]2[CH:34]=[CH:35][CH:36]=[C:37]([O:38][CH3:39])[C:10]=2[N:9]=1.C([O-])([O-])=O.[K+].[K+].O, predict the reaction product. The product is: [F:40][CH:7]([F:6])[C:8]1[N:12]([C:13]2[N:14]=[C:15]([N:28]3[CH2:29][CH2:30][O:31][CH2:32][CH2:33]3)[C:16]3[N:21]=[N:20][N:19]([CH:22]4[CH2:23][CH2:24][N:25]([S:2]([CH3:1])(=[O:4])=[O:3])[CH2:26][CH2:27]4)[C:17]=3[N:18]=2)[C:11]2[CH:34]=[CH:35][CH:36]=[C:37]([O:38][CH3:39])[C:10]=2[N:9]=1. (3) Given the reactants [C:1]1([P:7](Cl)([C:9]2[CH:14]=[CH:13][CH:12]=[CH:11][CH:10]=2)=[O:8])[CH:6]=[CH:5][CH:4]=[CH:3][CH:2]=1.[NH:16]1[CH2:21][CH2:20][CH:19]([CH2:22][CH2:23][CH2:24][CH2:25][NH:26][C:27](=[O:36])[CH2:28][CH2:29][C:30]2[CH:31]=[N:32][CH:33]=[CH:34][CH:35]=2)[CH2:18][CH2:17]1, predict the reaction product. The product is: [C:1]1([P:7]([C:9]2[CH:14]=[CH:13][CH:12]=[CH:11][CH:10]=2)([N:16]2[CH2:21][CH2:20][CH:19]([CH2:22][CH2:23][CH2:24][CH2:25][NH:26][C:27](=[O:36])[CH2:28][CH2:29][C:30]3[CH:31]=[N:32][CH:33]=[CH:34][CH:35]=3)[CH2:18][CH2:17]2)=[O:8])[CH:6]=[CH:5][CH:4]=[CH:3][CH:2]=1. (4) Given the reactants [O:1]1[CH2:6][CH2:5][CH2:4][CH2:3][CH:2]1[O:7][C:8]1[CH:9]=[C:10]([C:14]23[CH2:21][CH2:20][C:17]([CH2:22][CH2:23][CH2:24][C:25](O)=[O:26])([CH2:18][CH2:19]2)[CH2:16][O:15]3)[CH:11]=[CH:12][CH:13]=1.B.C1COCC1, predict the reaction product. The product is: [O:1]1[CH2:6][CH2:5][CH2:4][CH2:3][CH:2]1[O:7][C:8]1[CH:9]=[C:10]([C:14]23[CH2:19][CH2:18][C:17]([CH2:22][CH2:23][CH2:24][CH2:25][OH:26])([CH2:20][CH2:21]2)[CH2:16][O:15]3)[CH:11]=[CH:12][CH:13]=1.